This data is from Forward reaction prediction with 1.9M reactions from USPTO patents (1976-2016). The task is: Predict the product of the given reaction. (1) Given the reactants C[O:2][C:3]([CH:5]1[C:10](=[O:11])[CH2:9][CH2:8][N:7]([CH2:12][C:13]2[CH:18]=[CH:17][CH:16]=[CH:15][CH:14]=2)[CH2:6]1)=O.[H-].[Al+3].[Li+].[H-].[H-].[H-], predict the reaction product. The product is: [CH2:12]([N:7]1[CH2:8][CH2:9][CH:10]([OH:11])[CH:5]([CH2:3][OH:2])[CH2:6]1)[C:13]1[CH:14]=[CH:15][CH:16]=[CH:17][CH:18]=1. (2) Given the reactants Cl[C:2]1[CH:11]=[CH:10][C:9]2[CH:8]([C:12]3[CH:17]=[CH:16][C:15]([O:18][CH3:19])=[CH:14][CH:13]=3)[CH2:7][N:6]([CH3:20])[CH2:5][C:4]=2[N:3]=1.N(CC)CC.[CH2:26]([N:30]1[CH2:35][CH2:34][CH2:33][CH2:32][CH2:31]1)[CH2:27][C:28]#[CH:29].C1C=CC(P(C2C=CC=CC=2)C2C=CC=CC=2)=CC=1, predict the reaction product. The product is: [CH3:19][O:18][C:15]1[CH:16]=[CH:17][C:12]([CH:8]2[CH2:7][N:6]([CH3:20])[CH2:5][C:4]3[N:3]=[C:2]([C:29]#[C:28][CH2:27][CH2:26][N:30]4[CH2:35][CH2:34][CH2:33][CH2:32][CH2:31]4)[CH:11]=[CH:10][C:9]2=3)=[CH:13][CH:14]=1. (3) Given the reactants [F:1][C:2]1[CH:3]=[C:4]([CH:6]=[CH:7][C:8]=1[O:9][C:10]1[CH:15]=[CH:14][N:13]=[C:12]2[NH:16][CH:17]=[CH:18][C:11]=12)[NH2:5].[Cl:19][C:20]1[CH:25]=[C:24](Cl)[N:23]=[C:22]([NH2:27])[N:21]=1, predict the reaction product. The product is: [Cl:19][C:20]1[N:21]=[C:22]([NH2:27])[N:23]=[C:24]([NH:5][C:4]2[CH:6]=[CH:7][C:8]([O:9][C:10]3[CH:15]=[CH:14][N:13]=[C:12]4[NH:16][CH:17]=[CH:18][C:11]=34)=[C:2]([F:1])[CH:3]=2)[CH:25]=1. (4) Given the reactants [F:1][C:2]([F:19])([F:18])[C:3]1[CH:8]=[CH:7][C:6]([C:9]2[O:10][CH2:11][CH:12]([C:14]([O:16][CH3:17])=[O:15])[N:13]=2)=[CH:5][CH:4]=1.ClC1C(=O)C(C#N)=C(C#N)C(=O)C=1Cl, predict the reaction product. The product is: [F:19][C:2]([F:1])([F:18])[C:3]1[CH:4]=[CH:5][C:6]([C:9]2[O:10][CH:11]=[C:12]([C:14]([O:16][CH3:17])=[O:15])[N:13]=2)=[CH:7][CH:8]=1. (5) Given the reactants [F:1][C:2]1[CH:7]=[CH:6][C:5]([C:8]([C:12]2[CH:13]=[N:14][C:15]([N:18]3[CH2:23][CH2:22][NH:21][CH2:20][CH2:19]3)=[N:16][CH:17]=2)(O)[CH2:9][CH3:10])=[CH:4][CH:3]=1.Cl, predict the reaction product. The product is: [F:1][C:2]1[CH:7]=[CH:6][C:5](/[C:8](/[C:12]2[CH:13]=[N:14][C:15]([N:18]3[CH2:23][CH2:22][NH:21][CH2:20][CH2:19]3)=[N:16][CH:17]=2)=[CH:9]\[CH3:10])=[CH:4][CH:3]=1. (6) Given the reactants [C:1]([O:5][C:6](=[O:24])[NH:7][C@H:8]([CH2:14][C:15]1[CH:20]=[C:19]([F:21])[C:18]([F:22])=[CH:17][C:16]=1[F:23])[CH2:9][C:10]([NH:12][NH2:13])=O)([CH3:4])([CH3:3])[CH3:2].[F:25][C:26]([F:38])([F:37])[C:27]1[N:28]=[C:29]2[C:34](=S)[NH:33][CH2:32][CH2:31][N:30]2[CH:36]=1, predict the reaction product. The product is: [C:1]([O:5][C:6](=[O:24])[NH:7][C@H:8]([CH2:14][C:15]1[CH:20]=[C:19]([F:21])[C:18]([F:22])=[CH:17][C:16]=1[F:23])[CH2:9][C:10]1[N:33]2[C:34]([C:29]3[N:30]([CH:36]=[C:27]([C:26]([F:38])([F:25])[F:37])[N:28]=3)[CH2:31][CH2:32]2)=[N:13][N:12]=1)([CH3:4])([CH3:3])[CH3:2].